Dataset: Catalyst prediction with 721,799 reactions and 888 catalyst types from USPTO. Task: Predict which catalyst facilitates the given reaction. (1) Reactant: [Cl:1][C:2]1[C:3]([O:12][C:13]2[CH:18]=[C:17]([O:19][C:20]3[N:25]=[CH:24][CH:23]=[CH:22][N:21]=3)[CH:16]=[CH:15][C:14]=2/[CH:26]=[CH:27]/[C:28](O)=[O:29])=[N:4][CH:5]=[C:6]([C:8]([F:11])([F:10])[F:9])[CH:7]=1.Cl.C(N=C=NCCCN(C)C)C.[CH2:43]([S:48]([NH2:51])(=[O:50])=[O:49])[CH2:44][CH2:45][CH2:46][CH3:47].Cl. Product: [Cl:1][C:2]1[C:3]([O:12][C:13]2[CH:18]=[C:17]([O:19][C:20]3[N:21]=[CH:22][CH:23]=[CH:24][N:25]=3)[CH:16]=[CH:15][C:14]=2/[CH:26]=[CH:27]/[C:28]([NH:51][S:48]([CH2:43][CH2:44][CH2:45][CH2:46][CH3:47])(=[O:50])=[O:49])=[O:29])=[N:4][CH:5]=[C:6]([C:8]([F:11])([F:10])[F:9])[CH:7]=1. The catalyst class is: 766. (2) Reactant: [H-].[Na+].[F:3][C:4]([F:8])([F:7])[CH2:5][OH:6].[NH:9]1[C:17]2[C:12](=[CH:13][CH:14]=[C:15]([NH:18][C:19]3[N:24]=[C:23]([NH:25][CH2:26][C:27]4[CH:32]=[CH:31][C:30]([C:33]([F:36])([F:35])[F:34])=[CH:29][CH:28]=4)[N:22]=[C:21](Cl)[N:20]=3)[CH:16]=2)[CH:11]=[CH:10]1. Product: [NH:9]1[C:17]2[C:12](=[CH:13][CH:14]=[C:15]([NH:18][C:19]3[N:24]=[C:23]([NH:25][CH2:26][C:27]4[CH:28]=[CH:29][C:30]([C:33]([F:35])([F:36])[F:34])=[CH:31][CH:32]=4)[N:22]=[C:21]([O:6][CH2:5][C:4]([F:8])([F:7])[F:3])[N:20]=3)[CH:16]=2)[CH:11]=[CH:10]1. The catalyst class is: 1. (3) Reactant: [F:1][C:2]1[CH:7]=[C:6]([I:8])[CH:5]=[CH:4][C:3]=1[NH:9][C:10]1[N:15]2[CH:16]=[N:17][CH:18]=[C:14]2[CH:13]=[CH:12][C:11]=1[C:19]([OH:21])=O.Cl.[NH2:23][O:24][CH2:25][C@@H:26]([OH:28])[CH3:27].CCN(C(C)C)C(C)C.C1C=CC2N(O)N=NC=2C=1.CCN=C=NCCCN(C)C. Product: [OH:28][C@@H:26]([CH3:27])[CH2:25][O:24][NH:23][C:19]([C:11]1[CH:12]=[CH:13][C:14]2[N:15]([CH:16]=[N:17][CH:18]=2)[C:10]=1[NH:9][C:3]1[CH:4]=[CH:5][C:6]([I:8])=[CH:7][C:2]=1[F:1])=[O:21]. The catalyst class is: 1. (4) Reactant: [Cl:1][C:2]1[N:7]=[C:6]([NH:8][CH2:9][CH3:10])[C:5]([CH2:11][OH:12])=[CH:4][N:3]=1. Product: [Cl:1][C:2]1[N:7]=[C:6]([NH:8][CH2:9][CH3:10])[C:5]([CH:11]=[O:12])=[CH:4][N:3]=1. The catalyst class is: 725. (5) Reactant: [F:1][C:2]1[CH:3]=[C:4]([CH:6]=[CH:7][C:8]=1[O:9][C:10]1[CH:15]=[CH:14][N:13]=[CH:12][C:11]=1[I:16])[NH2:5].C(N(C(C)C)CC)(C)C.[O:26]=[C:27]1[N:31]([C:32]2[CH:37]=[CH:36][CH:35]=[CH:34][CH:33]=2)[CH2:30][CH2:29][N:28]1[C:38](Cl)=[O:39]. Product: [F:1][C:2]1[CH:3]=[C:4]([NH:5][C:38]([N:28]2[CH2:29][CH2:30][N:31]([C:32]3[CH:37]=[CH:36][CH:35]=[CH:34][CH:33]=3)[C:27]2=[O:26])=[O:39])[CH:6]=[CH:7][C:8]=1[O:9][C:10]1[CH:15]=[CH:14][N:13]=[CH:12][C:11]=1[I:16]. The catalyst class is: 317.